The task is: Predict the reactants needed to synthesize the given product.. This data is from Full USPTO retrosynthesis dataset with 1.9M reactions from patents (1976-2016). (1) The reactants are: [CH:1]([O:4][C:5]([N:7]1[CH2:12][CH2:11][CH:10]([O:13][C@@H:14]([C:16]([OH:18])=O)[CH3:15])[CH2:9][CH2:8]1)=[O:6])([CH3:3])[CH3:2].O[NH:20][C:21]([C:23]1[CH:24]=[N:25][C:26]([O:29][CH3:30])=[N:27][CH:28]=1)=[NH:22]. Given the product [CH:1]([O:4][C:5]([N:7]1[CH2:8][CH2:9][CH:10]([O:13][C@@H:14]([C:16]2[O:18][N:20]=[C:21]([C:23]3[CH:28]=[N:27][C:26]([O:29][CH3:30])=[N:25][CH:24]=3)[N:22]=2)[CH3:15])[CH2:11][CH2:12]1)=[O:6])([CH3:2])[CH3:3], predict the reactants needed to synthesize it. (2) The reactants are: [Cl:1][C:2]1[S:6][C:5]([CH:7]2[CH2:12][CH2:11][N:10]([C:13](=[O:24])[CH2:14][N:15]3C4=NC=CC=C4N=[CH:16]3)[CH2:9][CH2:8]2)=[N:4][C:3]=1[C:25]1[CH:30]=[C:29]([C:31]([CH3:34])([CH3:33])[CH3:32])[C:28]([O:35][CH3:36])=[C:27]([C:37]([CH3:40])([CH3:39])[CH3:38])[CH:26]=1.C([N:44]([CH:47]([CH3:49])[CH3:48])CC)(C)C.[CH3:50]CN=C=NCCCN(C)C.[C:61]([OH:67])([C:63](F)(F)F)=[O:62]. Given the product [Cl:1][C:2]1[S:6][C:5]([CH:7]2[CH2:12][CH2:11][N:10]([C:13](=[O:24])[CH2:14][N:15]3[C:16]([CH3:50])=[CH:49][C:47]([CH2:48][CH2:63][C:61]([OH:67])=[O:62])=[N:44]3)[CH2:9][CH2:8]2)=[N:4][C:3]=1[C:25]1[CH:30]=[C:29]([C:31]([CH3:34])([CH3:33])[CH3:32])[C:28]([O:35][CH3:36])=[C:27]([C:37]([CH3:40])([CH3:38])[CH3:39])[CH:26]=1, predict the reactants needed to synthesize it. (3) The reactants are: [NH2:1][C:2]1[CH:11]=[CH:10][CH:9]=[C:8]2[C:3]=1[CH:4]=[CH:5][N:6]=[CH:7]2.[Cl:12][C:13]([Cl:18])([Cl:17])[C:14](Cl)=[O:15]. Given the product [Cl:12][C:13]([Cl:18])([Cl:17])[C:14]([NH:1][C:2]1[CH:11]=[CH:10][CH:9]=[C:8]2[C:3]=1[CH:4]=[CH:5][N:6]=[CH:7]2)=[O:15], predict the reactants needed to synthesize it. (4) The reactants are: [F:1][C:2]1[S:6][CH:5]=[C:4]([CH2:7][OH:8])[CH:3]=1.[CH:9]1([C:12]2[N:16]([CH3:17])[C:15]3[CH:18]=[C:19]([N:22]4[CH:27]=[CH:26][C:25]([OH:28])=[CH:24][C:23]4=[O:29])[CH:20]=[CH:21][C:14]=3[N:13]=2)[CH2:11][CH2:10]1.[CH2:39](P([CH2:39][CH2:40][CH2:41][CH3:42])[CH2:39][CH2:40][CH2:41][CH3:42])[CH2:40][CH2:41][CH3:42].N(C(N1CCCCC1)=O)=NC(N1CCCCC1)=O. Given the product [CH:9]1([C:12]2[N:16]([CH3:17])[C:15]3[CH:18]=[C:19]([N:22]4[CH:27]=[CH:26][C:25]([O:8][CH2:7][C:4]5[CH:3]=[C:2]([F:1])[S:6][CH:5]=5)=[CH:24][C:23]4=[O:29])[CH:20]=[CH:21][C:14]=3[N:13]=2)[CH2:10][CH2:11]1.[CH:9]1([C:12]2[N:16]([CH3:17])[C:15]3[CH:18]=[C:19]([N:22]4[CH:27]=[CH:26][C:25]([O:28][CH2:42][C:41]5[CH:40]=[CH:39][S:6][C:2]=5[F:1])=[CH:24][C:23]4=[O:29])[CH:20]=[CH:21][C:14]=3[N:13]=2)[CH2:10][CH2:11]1, predict the reactants needed to synthesize it.